This data is from Full USPTO retrosynthesis dataset with 1.9M reactions from patents (1976-2016). The task is: Predict the reactants needed to synthesize the given product. (1) Given the product [N:3]1([CH2:9][CH2:10][CH2:11][CH2:12][C:13]2[CH:22]=[C:21]3[C:16]([CH:17]([C:23]4[CH:24]=[N:25][CH:26]=[CH:27][CH:28]=4)[CH2:18][NH:19][CH2:20]3)=[CH:15][CH:14]=2)[CH2:8][CH2:7][CH2:6][CH2:5][CH2:4]1, predict the reactants needed to synthesize it. The reactants are: Cl.Cl.[N:3]1([CH2:9][CH2:10][C:11]#[C:12][C:13]2[CH:22]=[C:21]3[C:16]([CH:17]([C:23]4[CH:24]=[N:25][CH:26]=[CH:27][CH:28]=4)[CH2:18][NH:19][CH2:20]3)=[CH:15][CH:14]=2)[CH2:8][CH2:7][CH2:6][CH2:5][CH2:4]1. (2) Given the product [Si:1]([O:8][C:9]1[CH:10]=[C:11]([CH:14]=[CH:15][CH:16]=1)[CH2:12][NH:18][C:19]([CH3:26])([CH3:25])[C:20]([O:22][CH2:23][CH3:24])=[O:21])([C:4]([CH3:7])([CH3:6])[CH3:5])([CH3:3])[CH3:2], predict the reactants needed to synthesize it. The reactants are: [Si:1]([O:8][C:9]1[CH:10]=[C:11]([CH:14]=[CH:15][CH:16]=1)[CH:12]=O)([C:4]([CH3:7])([CH3:6])[CH3:5])([CH3:3])[CH3:2].Cl.[NH2:18][C:19]([CH3:26])([CH3:25])[C:20]([O:22][CH2:23][CH3:24])=[O:21].CCN(CC)CC.[BH-](OC(C)=O)(OC(C)=O)OC(C)=O.[Na+]. (3) The reactants are: [CH3:1][S:2][CH3:3].[Na].[Br:5][C:6]1[CH:11]=[CH:10][C:9](C)=[C:8](F)[CH:7]=1.C(=O)([O-])O.[Na+]. Given the product [Br:5][C:6]1[CH:7]=[CH:8][C:9]([CH3:10])=[C:1]([S:2][CH3:3])[CH:11]=1, predict the reactants needed to synthesize it. (4) The reactants are: CC(OI1(OC(C)=O)(OC(C)=O)OC(=O)C2C1=CC=CC=2)=O.[NH:23]1[C:31]2[C:26](=[C:27]([CH2:32][OH:33])[CH:28]=[CH:29][CH:30]=2)[CH:25]=[CH:24]1.[OH-].[Na+].CCOCC. Given the product [NH:23]1[C:31]2[CH:30]=[CH:29][CH:28]=[C:27]([CH:32]=[O:33])[C:26]=2[CH:25]=[CH:24]1, predict the reactants needed to synthesize it. (5) Given the product [NH2:9][C:8]1[CH:7]=[CH:6][C:5]([C:12]2[CH2:17][S:16][C:15]3=[N:18][N:19]=[C:20]([C:21]4[CH:26]=[CH:25][CH:24]=[CH:23][C:22]=4[O:27][CH3:28])[N:14]3[N:13]=2)=[CH:4][C:3]=1[O:2][CH3:1], predict the reactants needed to synthesize it. The reactants are: [CH3:1][O:2][C:3]1[CH:4]=[C:5]([C:12]2[CH2:17][S:16][C:15]3=[N:18][N:19]=[C:20]([C:21]4[CH:26]=[CH:25][CH:24]=[CH:23][C:22]=4[O:27][CH3:28])[N:14]3[N:13]=2)[CH:6]=[CH:7][C:8]=1[N+:9]([O-])=O.CCO.